From a dataset of NCI-60 drug combinations with 297,098 pairs across 59 cell lines. Regression. Given two drug SMILES strings and cell line genomic features, predict the synergy score measuring deviation from expected non-interaction effect. (1) Drug 1: CCC1(CC2CC(C3=C(CCN(C2)C1)C4=CC=CC=C4N3)(C5=C(C=C6C(=C5)C78CCN9C7C(C=CC9)(C(C(C8N6C)(C(=O)OC)O)OC(=O)C)CC)OC)C(=O)OC)O.OS(=O)(=O)O. Drug 2: C1C(C(OC1N2C=NC3=C2NC=NCC3O)CO)O. Cell line: OVCAR3. Synergy scores: CSS=13.9, Synergy_ZIP=1.71, Synergy_Bliss=7.31, Synergy_Loewe=4.43, Synergy_HSA=5.91. (2) Drug 1: CC1=CC2C(CCC3(C2CCC3(C(=O)C)OC(=O)C)C)C4(C1=CC(=O)CC4)C. Drug 2: CN(C)C1=NC(=NC(=N1)N(C)C)N(C)C. Cell line: SK-OV-3. Synergy scores: CSS=4.76, Synergy_ZIP=-0.265, Synergy_Bliss=1.21, Synergy_Loewe=-2.58, Synergy_HSA=0.509. (3) Drug 1: C1=CC(=CC=C1CCC2=CNC3=C2C(=O)NC(=N3)N)C(=O)NC(CCC(=O)O)C(=O)O. Drug 2: CC1C(C(CC(O1)OC2CC(CC3=C2C(=C4C(=C3O)C(=O)C5=C(C4=O)C(=CC=C5)OC)O)(C(=O)C)O)N)O.Cl. Cell line: A549. Synergy scores: CSS=38.1, Synergy_ZIP=-5.50, Synergy_Bliss=-3.27, Synergy_Loewe=-1.79, Synergy_HSA=0.183.